From a dataset of Catalyst prediction with 721,799 reactions and 888 catalyst types from USPTO. Predict which catalyst facilitates the given reaction. Reactant: [C:1]([O:5][C:6](=[O:32])[NH:7][CH:8]1[CH2:13][CH2:12][CH:11]([NH:14][C:15]2[C:16]3[N:17]([C:21]([C:24]4[CH:29]=[CH:28][N:27]=[C:26]([S:30][CH3:31])[N:25]=4)=[CH:22][N:23]=3)[CH:18]=[CH:19][N:20]=2)[CH2:10][CH2:9]1)([CH3:4])([CH3:3])[CH3:2].C1C=C(Cl)C=C(C(OO)=[O:41])C=1. Product: [C:1]([O:5][C:6](=[O:32])[NH:7][CH:8]1[CH2:13][CH2:12][CH:11]([NH:14][C:15]2[C:16]3[N:17]([C:21]([C:24]4[CH:29]=[CH:28][N:27]=[C:26]([S:30]([CH3:31])=[O:41])[N:25]=4)=[CH:22][N:23]=3)[CH:18]=[CH:19][N:20]=2)[CH2:10][CH2:9]1)([CH3:4])([CH3:3])[CH3:2]. The catalyst class is: 4.